This data is from Peptide-MHC class I binding affinity with 185,985 pairs from IEDB/IMGT. The task is: Regression. Given a peptide amino acid sequence and an MHC pseudo amino acid sequence, predict their binding affinity value. This is MHC class I binding data. (1) The MHC is HLA-A02:01 with pseudo-sequence HLA-A02:01. The peptide sequence is MQIAILVTTV. The binding affinity (normalized) is 0.597. (2) The peptide sequence is KAAFDLSHFL. The MHC is HLA-B40:02 with pseudo-sequence HLA-B40:02. The binding affinity (normalized) is 0. (3) The peptide sequence is TVFYGVPAW. The MHC is HLA-B07:02 with pseudo-sequence HLA-B07:02. The binding affinity (normalized) is 0.411. (4) The peptide sequence is EETLLTTWL. The MHC is HLA-B58:01 with pseudo-sequence HLA-B58:01. The binding affinity (normalized) is 0.0847. (5) The peptide sequence is IVTDSQYAL. The MHC is HLA-B35:03 with pseudo-sequence HLA-B35:03. The binding affinity (normalized) is 0.439. (6) The peptide sequence is FTMAHRKPTY. The MHC is HLA-B15:01 with pseudo-sequence HLA-B15:01. The binding affinity (normalized) is 0.469.